This data is from Peptide-MHC class II binding affinity with 134,281 pairs from IEDB. The task is: Regression. Given a peptide amino acid sequence and an MHC pseudo amino acid sequence, predict their binding affinity value. This is MHC class II binding data. (1) The peptide sequence is GELQGVDKIDAAFKI. The MHC is DRB4_0101 with pseudo-sequence DRB4_0103. The binding affinity (normalized) is 0.587. (2) The binding affinity (normalized) is 0.442. The MHC is DRB1_0401 with pseudo-sequence DRB1_0401. The peptide sequence is EGTVDFIFGEARSLY. (3) The peptide sequence is EKLYFAATQFEPLAA. The MHC is HLA-DPA10201-DPB11401 with pseudo-sequence HLA-DPA10201-DPB11401. The binding affinity (normalized) is 0.728. (4) The peptide sequence is GELQIVKKIDAAFKI. The MHC is DRB5_0101 with pseudo-sequence DRB5_0101. The binding affinity (normalized) is 0.771. (5) The peptide sequence is HGSPTFWMGSHEVNG. The binding affinity (normalized) is 0.229. The MHC is DRB3_0101 with pseudo-sequence DRB3_0101. (6) The peptide sequence is KSAFQSSIASGFVGL. The MHC is DRB1_1501 with pseudo-sequence DRB1_1501. The binding affinity (normalized) is 0.633. (7) The peptide sequence is DVNAGFKAAVAAAAN. The MHC is DRB1_0802 with pseudo-sequence DRB1_0802. The binding affinity (normalized) is 0.481. (8) The peptide sequence is KKRGNHYAFVGVMYNLW. The MHC is HLA-DQA10501-DQB10302 with pseudo-sequence HLA-DQA10501-DQB10302. The binding affinity (normalized) is 0.376.